This data is from Peptide-MHC class I binding affinity with 185,985 pairs from IEDB/IMGT. The task is: Regression. Given a peptide amino acid sequence and an MHC pseudo amino acid sequence, predict their binding affinity value. This is MHC class I binding data. (1) The peptide sequence is EILWDVIPF. The MHC is HLA-A02:12 with pseudo-sequence HLA-A02:12. The binding affinity (normalized) is 0.0847. (2) The peptide sequence is TINAWIKGV. The MHC is HLA-A02:06 with pseudo-sequence HLA-A02:06. The binding affinity (normalized) is 0.287.